From a dataset of Forward reaction prediction with 1.9M reactions from USPTO patents (1976-2016). Predict the product of the given reaction. (1) Given the reactants [Cl:1][C:2]1[CH:3]=[C:4]2[C:12](=[CH:13][CH:14]=1)[NH:11][C:10]1[CH:9]([NH2:15])[CH2:8][CH2:7][CH2:6][C:5]2=1.Cl[C:17]1[N:22]=[C:21]([CH3:23])[CH:20]=[C:19]([CH3:24])[N:18]=1, predict the reaction product. The product is: [Cl:1][C:2]1[CH:3]=[C:4]2[C:12](=[CH:13][CH:14]=1)[NH:11][C:10]1[CH:9]([NH:15][C:17]3[N:22]=[C:21]([CH3:23])[CH:20]=[C:19]([CH3:24])[N:18]=3)[CH2:8][CH2:7][CH2:6][C:5]2=1. (2) The product is: [Br:11][C:8]1[CH:7]=[C:3]2[C:2](=[CH:10][CH:9]=1)[N:1]=[C:17]([C:16]1[CH:19]=[C:20]([CH3:21])[C:13]([OH:12])=[C:14]([CH3:22])[CH:15]=1)[NH:6][C:4]2=[O:5]. Given the reactants [NH2:1][C:2]1[CH:10]=[CH:9][C:8]([Br:11])=[CH:7][C:3]=1[C:4]([NH2:6])=[O:5].[OH:12][C:13]1[C:20]([CH3:21])=[CH:19][C:16]([CH:17]=O)=[CH:15][C:14]=1[CH3:22].OS([O-])=O.[Na+].CC1C=CC(S(O)(=O)=O)=CC=1, predict the reaction product. (3) Given the reactants [Cl:1][C:2]1[CH:7]=[CH:6][C:5]([CH2:8][NH:9][C:10](=[O:26])[C:11]2[C:16]([CH:17]=[CH2:18])=[CH:15][C:14]([N:19]3[CH2:24][CH2:23][O:22][CH2:21][CH2:20]3)=[CH:13][C:12]=2[CH3:25])=[CH:4][CH:3]=1, predict the reaction product. The product is: [Cl:1][C:2]1[CH:7]=[CH:6][C:5]([CH2:8][NH:9][C:10](=[O:26])[C:11]2[C:12]([CH3:25])=[CH:13][C:14]([N:19]3[CH2:20][CH2:21][O:22][CH2:23][CH2:24]3)=[CH:15][C:16]=2[CH2:17][CH3:18])=[CH:4][CH:3]=1. (4) Given the reactants [NH2:1][C:2]1[S:3][C:4]2[C:10]([C:11]3[CH:16]=[CH:15][CH:14]=[CH:13][CH:12]=3)=[CH:9][CH:8]=[C:7]([O:17][CH3:18])[C:5]=2[N:6]=1.[CH3:19][C:20]1[O:24][C:23]([C:25](Cl)=[O:26])=[CH:22][CH:21]=1, predict the reaction product. The product is: [CH3:18][O:17][C:7]1[C:5]2[N:6]=[C:2]([NH:1][C:25]([C:23]3[O:24][C:20]([CH3:19])=[CH:21][CH:22]=3)=[O:26])[S:3][C:4]=2[C:10]([C:11]2[CH:16]=[CH:15][CH:14]=[CH:13][CH:12]=2)=[CH:9][CH:8]=1. (5) Given the reactants [CH2:1]([S:8][CH2:9][C:10]1[NH:11][C:12]2[C:17]([C:18](=[O:21])[C:19]=1[CH3:20])=[CH:16][CH:15]=[CH:14][CH:13]=2)[CH2:2][CH2:3][CH2:4][CH2:5][CH2:6][CH3:7].ClC1C=CC=C(C(OO)=[O:30])C=1.[OH-:33].[Na+], predict the reaction product. The product is: [CH2:1]([S:8]([CH2:9][C:10]1[NH:11][C:12]2[C:17]([C:18](=[O:21])[C:19]=1[CH3:20])=[CH:16][CH:15]=[CH:14][CH:13]=2)(=[O:30])=[O:33])[CH2:2][CH2:3][CH2:4][CH2:5][CH2:6][CH3:7]. (6) Given the reactants [CH3:1][O:2][C:3]1[CH:21]=[CH:20][C:6]([CH2:7][N:8]2[CH:12]=[C:11]([C:13]([N:15]([O:17][CH3:18])[CH3:16])=[O:14])[C:10](Br)=[N:9]2)=[CH:5][CH:4]=1.[C:22]([O-])([O-])=O.[Cs+].[Cs+].O1[CH2:33][CH2:32]OCC1, predict the reaction product. The product is: [CH3:1][O:2][C:3]1[CH:21]=[CH:20][C:6]([CH2:7][N:8]2[CH:12]=[C:11]([C:13]([N:15]([O:17][CH3:18])[CH3:16])=[O:14])[C:10]([C:32]([CH3:33])=[CH2:22])=[N:9]2)=[CH:5][CH:4]=1. (7) Given the reactants Br[C:2]1[N:3]=[C:4]([CH:26]([C:40]2[CH:45]=[C:44]([O:46][CH2:47][CH3:48])[CH:43]=[C:42]([O:49][CH:50]([CH3:52])[CH3:51])[C:41]=2[F:53])[NH:27][C:28]2[CH:33]=[CH:32][C:31]([C:34]3[N:38]=[C:37]([CH3:39])[O:36][N:35]=3)=[CH:30][CH:29]=2)[N:5]([C:7]([C:20]2[CH:25]=[CH:24][CH:23]=[CH:22][CH:21]=2)([C:14]2[CH:19]=[CH:18][CH:17]=[CH:16][CH:15]=2)[C:8]2[CH:13]=[CH:12][CH:11]=[CH:10][CH:9]=2)[CH:6]=1.[NH:54]1[CH:58]=[C:57](B(O)O)[CH:56]=[N:55]1, predict the reaction product. The product is: [NH:54]1[CH:58]=[C:57]([C:2]2[N:3]=[C:4]([CH:26]([C:40]3[CH:45]=[C:44]([O:46][CH2:47][CH3:48])[CH:43]=[C:42]([O:49][CH:50]([CH3:52])[CH3:51])[C:41]=3[F:53])[NH:27][C:28]3[CH:29]=[CH:30][C:31]([C:34]4[N:38]=[C:37]([CH3:39])[O:36][N:35]=4)=[CH:32][CH:33]=3)[N:5]([C:7]([C:14]3[CH:19]=[CH:18][CH:17]=[CH:16][CH:15]=3)([C:8]3[CH:13]=[CH:12][CH:11]=[CH:10][CH:9]=3)[C:20]3[CH:21]=[CH:22][CH:23]=[CH:24][CH:25]=3)[CH:6]=2)[CH:56]=[N:55]1. (8) Given the reactants [NH2:1][C@H:2]1[CH2:6][CH2:5][N:4]([C:7]2[CH:12]=[CH:11][C:10]([NH:13][C:14]3[N:19]=[C:18]([C:20]4[N:24]([CH:25]([CH3:27])[CH3:26])[C:23]([CH3:28])=[N:22][CH:21]=4)[C:17]([F:29])=[CH:16][N:15]=3)=[CH:9][CH:8]=2)[CH2:3]1.[C:30](O)(=[O:33])[CH2:31][OH:32], predict the reaction product. The product is: [F:29][C:17]1[C:18]([C:20]2[N:24]([CH:25]([CH3:26])[CH3:27])[C:23]([CH3:28])=[N:22][CH:21]=2)=[N:19][C:14]([NH:13][C:10]2[CH:9]=[CH:8][C:7]([N:4]3[CH2:5][CH2:6][C@H:2]([NH:1][C:31](=[O:32])[CH2:30][OH:33])[CH2:3]3)=[CH:12][CH:11]=2)=[N:15][CH:16]=1. (9) Given the reactants CC([O-])(C)C.[K+].Cl.[NH2:8][OH:9].[CH2:10]([C:12]1[CH:13]=[C:14]([CH:17]=[C:18]([CH3:20])[N:19]=1)[C:15]#[N:16])[CH3:11], predict the reaction product. The product is: [CH2:10]([C:12]1[CH:13]=[C:14]([CH:17]=[C:18]([CH3:20])[N:19]=1)[C:15]([NH:8][OH:9])=[NH:16])[CH3:11].